From a dataset of Catalyst prediction with 721,799 reactions and 888 catalyst types from USPTO. Predict which catalyst facilitates the given reaction. (1) Reactant: [Cl:1][C:2]1[C:3]([C:8](N(OC)C)=[O:9])=[N:4][CH:5]=[CH:6][N:7]=1.[CH2:14]([O:21][C:22]1[CH:27]=[CH:26][C:25]([Mg]Br)=[CH:24][CH:23]=1)[C:15]1[CH:20]=[CH:19][CH:18]=[CH:17][CH:16]=1. Product: [CH2:14]([O:21][C:22]1[CH:27]=[CH:26][C:25]([C:8]([C:3]2[C:2]([Cl:1])=[N:7][CH:6]=[CH:5][N:4]=2)=[O:9])=[CH:24][CH:23]=1)[C:15]1[CH:20]=[CH:19][CH:18]=[CH:17][CH:16]=1. The catalyst class is: 1. (2) Reactant: C1CCN2C(=NCCC2)CC1.[CH2:12]([SH:17])[CH2:13][CH2:14][CH2:15][CH3:16].Cl[C:19]1[C:24]2[C:25]([NH:28][CH2:29][C:30]3[CH:35]=[CH:34][C:33]([S:36][C:37]([F:40])([F:39])[F:38])=[CH:32][CH:31]=3)=[N:26][O:27][C:23]=2[CH:22]=[CH:21][N:20]=1.CCCCCC.CC(=O)OCC. Product: [CH2:12]([S:17][C:19]1[C:24]2[C:25]([NH:28][CH2:29][C:30]3[CH:31]=[CH:32][C:33]([S:36][C:37]([F:38])([F:40])[F:39])=[CH:34][CH:35]=3)=[N:26][O:27][C:23]=2[CH:22]=[CH:21][N:20]=1)[CH2:13][CH2:14][CH2:15][CH3:16]. The catalyst class is: 499. (3) Product: [C:27]1([C:19]([C:20]2[CH:21]=[CH:22][CH:23]=[CH:24][CH:25]=2)([C:2]2[CH:3]=[N:4][CH:5]=[N:6][CH:7]=2)[OH:26])[CH:28]=[CH:29][CH:30]=[CH:31][CH:32]=1. Reactant: Br[C:2]1[CH:3]=[N:4][CH:5]=[N:6][CH:7]=1.CCCCCC.[Li]CCCC.[C:19]([C:27]1[CH:32]=[CH:31][CH:30]=[CH:29][CH:28]=1)(=[O:26])[C:20]1[CH:25]=[CH:24][CH:23]=[CH:22][CH:21]=1. The catalyst class is: 1. (4) Reactant: [Cl:1][C:2]1[N:10]=[C:9]2[C:5]([N:6]=[CH:7][N:8]2[CH:11]2[CH2:16][CH2:15][CH2:14][CH2:13][O:12]2)=[C:4]([N:17]2[CH2:22][CH2:21][O:20][CH2:19][CH2:18]2)[N:3]=1.[Li]CCCC.[O:28]1[CH2:31][C:30](=[O:32])[CH2:29]1. Product: [Cl:1][C:2]1[N:10]=[C:9]2[C:5]([N:6]=[C:7]([C:30]3([OH:32])[CH2:31][O:28][CH2:29]3)[N:8]2[CH:11]2[CH2:16][CH2:15][CH2:14][CH2:13][O:12]2)=[C:4]([N:17]2[CH2:22][CH2:21][O:20][CH2:19][CH2:18]2)[N:3]=1. The catalyst class is: 1. (5) Reactant: Cl[C:2]1[CH:7]=[CH:6][CH:5]=[C:4]([Cl:8])[N:3]=1.[C:9]([CH:11]1[CH2:16][CH2:15][N:14](C(OC(C)(C)C)=O)[CH2:13][CH2:12]1)#[N:10].[Cl:24][C:25]1[CH:33]=[C:32]([Cl:34])[CH:31]=[CH:30][C:26]=1[C:27](Cl)=[O:28].[CH2:35]([S:38](Cl)(=[O:40])=[O:39])[CH2:36][CH3:37]. Product: [Cl:24][C:25]1[CH:33]=[C:32]([Cl:34])[CH:31]=[CH:30][C:26]=1[C:27]([NH:10][CH2:9][C:11]1([C:2]2[CH:7]=[CH:6][CH:5]=[C:4]([Cl:8])[N:3]=2)[CH2:12][CH2:13][N:14]([S:38]([CH2:35][CH2:36][CH3:37])(=[O:40])=[O:39])[CH2:15][CH2:16]1)=[O:28]. The catalyst class is: 181. (6) Reactant: [CH2:1]([O:4][C:5]1[CH:9]=[C:8]([C:10](OC)=[O:11])[N:7]([CH2:14][C:15]2[CH:24]=[CH:23][C:22]3[C:17](=[CH:18][CH:19]=[CH:20][CH:21]=3)[N:16]=2)[N:6]=1)[CH2:2][CH3:3].[H-].C([Al+]CC(C)C)C(C)C.C(O)C.[Cl-].[NH4+]. Product: [CH2:1]([O:4][C:5]1[CH:9]=[C:8]([CH2:10][OH:11])[N:7]([CH2:14][C:15]2[CH:24]=[CH:23][C:22]3[C:17](=[CH:18][CH:19]=[CH:20][CH:21]=3)[N:16]=2)[N:6]=1)[CH2:2][CH3:3]. The catalyst class is: 207. (7) Reactant: [O:1]=[C:2]1[NH:7][C:6]2[CH:8]=[C:9]([C:12]#[N:13])[CH:10]=[CH:11][C:5]=2[O:4][CH2:3]1.[H-].[Na+].CS(O[CH2:21][CH2:22][C@H:23]1[CH2:28][CH2:27][C@H:26]([NH:29][C:30]([O:32][C:33]([CH3:36])([CH3:35])[CH3:34])=[O:31])[CH2:25][CH2:24]1)(=O)=O.COC1C=C2C(C=CC(=O)N2CCN2CCC(NC(=O)OC(C)(C)C)CC2)=CC=1. Product: [C:12]([C:9]1[CH:10]=[CH:11][C:5]2[O:4][CH2:3][C:2](=[O:1])[N:7]([CH2:21][CH2:22][C@H:23]3[CH2:24][CH2:25][C@H:26]([NH:29][C:30](=[O:31])[O:32][C:33]([CH3:36])([CH3:35])[CH3:34])[CH2:27][CH2:28]3)[C:6]=2[CH:8]=1)#[N:13]. The catalyst class is: 98.